This data is from Reaction yield outcomes from USPTO patents with 853,638 reactions. The task is: Predict the reaction yield, written as a fraction of the theoretical maximum amount of product (1.0 means a 100% yield; for example, 0.34 means a 34% yield). (1) The reactants are [Cl:1][C:2]1[CH:8]=[C:7]([O:9][C:10]2[C:19]3[C:14](=[CH:15][C:16]([O:22][CH3:23])=[C:17]([O:20][CH3:21])[CH:18]=3)[N:13]=[CH:12][CH:11]=2)[CH:6]=[CH:5][C:3]=1[NH2:4].C(N(CC)CC)C.ClC(Cl)(O[C:35](=[O:41])OC(Cl)(Cl)Cl)Cl.[CH2:43]([N:45]([CH2:49][CH3:50])[CH2:46][CH2:47][NH2:48])[CH3:44]. The catalyst is C(Cl)(Cl)Cl.O. The product is [Cl:1][C:2]1[CH:8]=[C:7]([O:9][C:10]2[C:19]3[C:14](=[CH:15][C:16]([O:22][CH3:23])=[C:17]([O:20][CH3:21])[CH:18]=3)[N:13]=[CH:12][CH:11]=2)[CH:6]=[CH:5][C:3]=1[NH:4][C:35]([NH:48][CH2:47][CH2:46][N:45]([CH2:49][CH3:50])[CH2:43][CH3:44])=[O:41]. The yield is 0.220. (2) The reactants are [I:1][C:2]1[CH:11]=[CH:10][CH:9]=[C:8]2[C:3]=1[CH:4]1[CH2:12][CH:7]2[CH:6](O)[CH:5]1O.O.I([O-])(=O)(=O)=O.[Na+].[CH2:22]([NH2:29])[C:23]1[CH:28]=[CH:27][CH:26]=[CH:25][CH:24]=1. The catalyst is ClC(Cl)C.ClCCCl. The product is [CH2:22]([N:29]1[CH2:5][CH:4]2[CH2:12][CH:7]([C:8]3[CH:9]=[CH:10][CH:11]=[C:2]([I:1])[C:3]=32)[CH2:6]1)[C:23]1[CH:28]=[CH:27][CH:26]=[CH:25][CH:24]=1. The yield is 0.610. (3) The reactants are [C:1]([O:10]C(=O)CCCCC)(=[O:9])[C:2]1[C:3](=[CH:5][CH:6]=[CH:7][CH:8]=1)[OH:4].[OH-:18].[Na+].Cl. The catalyst is CCO.O. The product is [C:7]([C:7]1[CH:8]=[C:2]([C:1]([OH:10])=[O:9])[C:3]([OH:4])=[CH:5][CH:6]=1)(=[O:18])[CH2:8][CH2:2][CH2:3][CH3:5]. The yield is 0.900. (4) The reactants are C(N(CC)CC)C.[CH:8]([C:10]1[C:18]2[C:13](=[CH:14][CH:15]=[CH:16][CH:17]=2)[N:12](C(OC(C)(C)C)=O)[CH:11]=1)=[O:9].[CH3:26][O:27][C:28]1[CH:29]=[C:30]([N:34]=[CH:35][C:36]2[CH:37]=[C:38]([CH:41]=[CH:42][CH:43]=2)[C:39]#[N:40])[CH:31]=[CH:32][CH:33]=1. The catalyst is [Cl-].C([N+]1C(C)=C(CCO)SC=1)C1C=CC=CC=1.C(O)C. The product is [NH:12]1[C:13]2[C:18](=[CH:17][CH:16]=[CH:15][CH:14]=2)[C:10]([C:8](=[O:9])[CH:35]([C:36]2[CH:37]=[C:38]([CH:41]=[CH:42][CH:43]=2)[C:39]#[N:40])[NH:34][C:30]2[CH:31]=[CH:32][CH:33]=[C:28]([O:27][CH3:26])[CH:29]=2)=[CH:11]1. The yield is 0.200. (5) The reactants are [C:1]([O:5][C:6](=[O:23])[NH:7][C@:8]1([C:16]2[CH:21]=[CH:20][CH:19]=[CH:18][C:17]=2[F:22])[C@H:12]([CH2:13][OH:14])[C@@H:11]([CH3:15])[O:10][CH2:9]1)([CH3:4])([CH3:3])[CH3:2].CCCCCC.CCOC(C)=O.C([O-])(O)=O.[Na+].S(=O)(O)[O-].[Na+]. The catalyst is C(Cl)Cl. The product is [C:1]([O:5][C:6](=[O:23])[NH:7][C@:8]1([C:16]2[CH:21]=[CH:20][CH:19]=[CH:18][C:17]=2[F:22])[C@H:12]([CH:13]=[O:14])[C@@H:11]([CH3:15])[O:10][CH2:9]1)([CH3:2])([CH3:3])[CH3:4]. The yield is 0.760. (6) The reactants are [CH3:1][N:2]([CH3:18])[C:3]1[CH:8]=[CH:7][C:6]([CH2:9][C:10]([C:12]2[CH:17]=[CH:16][CH:15]=[CH:14][CH:13]=2)=O)=[CH:5][CH:4]=1.[CH2:19]([O:21][C:22]1[CH:23]=[C:24]([CH:27]=[C:28]([N+:31]([O-:33])=[O:32])[C:29]=1[OH:30])[CH:25]=O)[CH3:20].[NH2:34][C:35]([NH2:37])=[O:36].Cl. The catalyst is C(O)C. The product is [CH3:1][N:2]([CH3:18])[C:3]1[CH:8]=[CH:7][C:6]([C:9]2[CH:25]([C:24]3[CH:27]=[C:28]([N+:31]([O-:33])=[O:32])[C:29]([OH:30])=[C:22]([O:21][CH2:19][CH3:20])[CH:23]=3)[NH:34][C:35](=[O:36])[NH:37][C:10]=2[C:12]2[CH:17]=[CH:16][CH:15]=[CH:14][CH:13]=2)=[CH:5][CH:4]=1. The yield is 0.139. (7) The reactants are [Cl:1][C:2]1[C:7]([C:8]#[N:9])=[C:6](Cl)[N:5]=[CH:4][N:3]=1.[NH3:11]. The catalyst is O1CCOCC1. The product is [NH2:11][C:6]1[C:7]([C:8]#[N:9])=[C:2]([Cl:1])[N:3]=[CH:4][N:5]=1. The yield is 0.560.